The task is: Predict the reaction yield, written as a fraction of the theoretical maximum amount of product (1.0 means a 100% yield; for example, 0.34 means a 34% yield).. This data is from Reaction yield outcomes from USPTO patents with 853,638 reactions. The reactants are Br[C:2]1[C:11]2[C:6](=[CH:7][CH:8]=[CH:9][CH:10]=2)[CH:5]=[CH:4][C:3]=1[O:12][CH2:13][C:14]1[CH:19]=[CH:18][CH:17]=[CH:16][CH:15]=1.[Li]CCCC.[B:25](OC)([O:28]C)[O:26]C. The catalyst is CCOCC. The product is [C:14]1([CH2:13][O:12][C:3]2[CH:4]=[CH:5][C:6]3[C:11](=[CH:10][CH:9]=[CH:8][CH:7]=3)[C:2]=2[B:25]([OH:28])[OH:26])[CH:19]=[CH:18][CH:17]=[CH:16][CH:15]=1. The yield is 0.830.